From a dataset of Catalyst prediction with 721,799 reactions and 888 catalyst types from USPTO. Predict which catalyst facilitates the given reaction. (1) Reactant: [H-].[Na+].[O:3]1[C:7]2[CH:8]=[CH:9][C:10]([CH2:12][OH:13])=[CH:11][C:6]=2[O:5][CH2:4]1.[CH2:14]([O:16][C:17](=[O:25])[C:18]1[CH:23]=[CH:22][CH:21]=[N:20][C:19]=1Cl)[CH3:15].O. Product: [CH2:14]([O:16][C:17](=[O:25])[C:18]1[CH:23]=[CH:22][CH:21]=[N:20][C:19]=1[O:13][CH2:12][C:10]1[CH:9]=[CH:8][C:7]2[O:3][CH2:4][O:5][C:6]=2[CH:11]=1)[CH3:15]. The catalyst class is: 3. (2) Reactant: [NH2:1][C:2]1[N:7]=[C:6]([N:8]2[C@H:13]([CH3:14])[CH2:12][CH2:11][C@H:10]([C:15]([NH:17][CH2:18][C:19]3[CH:24]=[CH:23][CH:22]=[CH:21][CH:20]=3)=[O:16])[CH2:9]2)[CH:5]=[C:4]([C:25]2[CH:30]=[CH:29][C:28]([C:31]#[N:32])=[C:27](F)[CH:26]=2)[N:3]=1.CCO.CCN(C(C)C)C(C)C.[NH2:46][NH2:47]. Product: [NH2:1][C:2]1[N:7]=[C:6]([N:8]2[C@H:13]([CH3:14])[CH2:12][CH2:11][C@H:10]([C:15]([NH:17][CH2:18][C:19]3[CH:24]=[CH:23][CH:22]=[CH:21][CH:20]=3)=[O:16])[CH2:9]2)[CH:5]=[C:4]([C:25]2[CH:26]=[C:27]3[C:28]([C:31]([NH2:32])=[N:46][NH:47]3)=[CH:29][CH:30]=2)[N:3]=1. The catalyst class is: 72. (3) Reactant: [Br:1][C:2]1[CH:7]=[CH:6][C:5]([C:8]2[CH:13]=[CH:12][CH:11]=[CH:10][CH:9]=2)=[C:4]([CH2:14][OH:15])[CH:3]=1. Product: [Br:1][C:2]1[CH:3]=[C:4]([CH:14]=[O:15])[C:5]([C:8]2[CH:13]=[CH:12][CH:11]=[CH:10][CH:9]=2)=[CH:6][CH:7]=1. The catalyst class is: 581.